Dataset: Forward reaction prediction with 1.9M reactions from USPTO patents (1976-2016). Task: Predict the product of the given reaction. (1) Given the reactants CC1C=CC(S(O[CH2:12][C@@H:13]2[O:30][C:17]3=[C:18]4[C:23](=[CH:24][CH:25]=[C:16]3[O:15][CH2:14]2)[N:22]=[C:21]([CH2:26][CH3:27])[C:20]([CH2:28][CH3:29])=[N:19]4)(=O)=O)=CC=1.[NH:31]1[CH2:36][CH:35]=[C:34]([C:37]2[C:45]3[C:40](=[CH:41][CH:42]=[CH:43][CH:44]=3)[NH:39][CH:38]=2)[CH2:33][CH2:32]1, predict the reaction product. The product is: [CH2:26]([C:21]1[C:20]([CH2:28][CH3:29])=[N:19][C:18]2[C:23](=[CH:24][CH:25]=[C:16]3[O:15][CH2:14][CH:13]([CH2:12][N:31]4[CH2:32][CH:33]=[C:34]([C:37]5[C:45]6[C:40](=[CH:41][CH:42]=[CH:43][CH:44]=6)[NH:39][CH:38]=5)[CH2:35][CH2:36]4)[O:30][C:17]3=2)[N:22]=1)[CH3:27]. (2) Given the reactants [Br:1][C:2]1[S:6][C:5]([S:7](Cl)(=[O:9])=[O:8])=[CH:4][CH:3]=1.[C:11]([NH2:15])([CH3:14])([CH3:13])[CH3:12], predict the reaction product. The product is: [Br:1][C:2]1[S:6][C:5]([S:7]([NH:15][C:11]([CH3:14])([CH3:13])[CH3:12])(=[O:9])=[O:8])=[CH:4][CH:3]=1. (3) Given the reactants [C:1]([O:7][C:8]1[CH:12]=[C:11]([C:13]2[CH:18]=[CH:17][C:16]([O:19][CH2:20][CH2:21][C:22]3[CH:27]=[CH:26][CH:25]=[C:24]([NH2:28])[CH:23]=3)=[CH:15][CH:14]=2)[O:10][N:9]=1)(=[O:6])[C:2]([CH3:5])([CH3:4])[CH3:3].[C:29]([BH3-])#N.[Na+].[C:33](O)(=O)[CH3:34], predict the reaction product. The product is: [C:1]([O:7][C:8]1[CH:12]=[C:11]([C:13]2[CH:14]=[CH:15][C:16]([O:19][CH2:20][CH2:21][C:22]3[CH:27]=[CH:26][CH:25]=[C:24]([NH:28][CH:33]([CH3:34])[CH3:29])[CH:23]=3)=[CH:17][CH:18]=2)[O:10][N:9]=1)(=[O:6])[C:2]([CH3:5])([CH3:4])[CH3:3]. (4) The product is: [Cl:36][C:27]1[C:28](=[O:35])[C:29]2([CH2:34][CH2:33][CH2:32][CH2:31][CH2:30]2)[C:26]=1[NH:25][CH:4]([CH2:5][C:6]1[CH:7]=[C:8]2[C:12](=[CH:13][CH:14]=1)[N:11]([C:15](=[O:24])[C:16]1[C:21]([Cl:22])=[CH:20][CH:19]=[CH:18][C:17]=1[Cl:23])[CH2:10][CH2:9]2)[C:3]([OH:37])=[O:2]. Given the reactants C[O:2][C:3](=[O:37])[CH:4]([NH:25][C:26]1[C:29]2([CH2:34][CH2:33][CH2:32][CH2:31][CH2:30]2)[C:28](=[O:35])[C:27]=1[Cl:36])[CH2:5][C:6]1[CH:7]=[C:8]2[C:12](=[CH:13][CH:14]=1)[N:11]([C:15](=[O:24])[C:16]1[C:21]([Cl:22])=[CH:20][CH:19]=[CH:18][C:17]=1[Cl:23])[CH2:10][CH2:9]2.ClC1C=NC=C(Cl)C=1C(N1C2C(=CC(CC(NC3C4(CCCCC4)C(=O)C=3)C(O)=O)=CC=2)CC1)=O, predict the reaction product.